From a dataset of Reaction yield outcomes from USPTO patents with 853,638 reactions. Predict the reaction yield, written as a fraction of the theoretical maximum amount of product (1.0 means a 100% yield; for example, 0.34 means a 34% yield). (1) The reactants are [NH2:1][C:2]1[C:11]2[C:6](=[C:7](I)[C:8]([F:12])=[CH:9][CH:10]=2)[N:5]=[N:4][C:3]=1[C:14]([NH:16][CH2:17][CH2:18][CH3:19])=[O:15].[C:20]1(B(O)O)[CH:25]=[CH:24][CH:23]=[CH:22][CH:21]=1. No catalyst specified. The product is [NH2:1][C:2]1[C:11]2[C:6](=[C:7]([C:20]3[CH:25]=[CH:24][CH:23]=[CH:22][CH:21]=3)[C:8]([F:12])=[CH:9][CH:10]=2)[N:5]=[N:4][C:3]=1[C:14]([NH:16][CH2:17][CH2:18][CH3:19])=[O:15]. The yield is 0.260. (2) The reactants are Cl.CN.[C:4]([BH3-])#[N:5].[Na+].[Br:8][C:9]1[CH:10]=[C:11]([CH:15]=O)[CH:12]=[N:13][CH:14]=1.[OH-].[Na+]. The catalyst is CO. The product is [Br:8][C:9]1[CH:10]=[C:11]([CH2:15][NH:5][CH3:4])[CH:12]=[N:13][CH:14]=1. The yield is 0.500. (3) The reactants are [C:1]([SH:9])(=[S:8])[C:2]1[CH:7]=[CH:6][CH:5]=[CH:4][CH:3]=1.[Cl:10][C:11]1[CH:19]=[CH:18][C:14]([C:15]([CH3:17])=[CH2:16])=[CH:13][CH:12]=1. The catalyst is CCCCCC. The product is [C:1]([S:9][C:15]([C:14]1[CH:18]=[CH:19][C:11]([Cl:10])=[CH:12][CH:13]=1)([CH3:17])[CH3:16])(=[S:8])[C:2]1[CH:7]=[CH:6][CH:5]=[CH:4][CH:3]=1. The yield is 0.342. (4) The reactants are [O:1]([C:8]1[CH:9]=[C:10]([CH:12]=[CH:13][CH:14]=1)[NH2:11])[C:2]1[CH:7]=[CH:6][CH:5]=[CH:4][CH:3]=1.[OH:15][C:16]1[CH:17]=[C:18]([CH:21]=[CH:22][CH:23]=1)[CH:19]=O.C(O)(=O)C.[BH-](OC(C)=O)(OC(C)=O)OC(C)=O.[Na+].Cl.[OH-].[Na+]. The catalyst is ClCCCl. The product is [O:1]([C:8]1[CH:9]=[C:10]([NH:11][CH2:19][C:18]2[CH:21]=[CH:22][CH:23]=[C:16]([OH:15])[CH:17]=2)[CH:12]=[CH:13][CH:14]=1)[C:2]1[CH:3]=[CH:4][CH:5]=[CH:6][CH:7]=1. The yield is 0.690. (5) The catalyst is CO. The reactants are C[O:2][C:3](=[O:32])[CH2:4][CH2:5][C:6]1[CH:11]=[CH:10][C:9]([O:12][CH2:13][CH2:14][C@@H:15]([O:17][C:18]2[CH:23]=[CH:22][C:21]([CH2:24][CH3:25])=[CH:20][C:19]=2[C:26]2[S:27][CH:28]=[CH:29][CH:30]=2)[CH3:16])=[CH:8][C:7]=1[CH3:31]. The yield is 1.00. The product is [CH2:24]([C:21]1[CH:22]=[CH:23][C:18]([O:17][C@@H:15]([CH3:16])[CH2:14][CH2:13][O:12][C:9]2[CH:10]=[CH:11][C:6]([CH2:5][CH2:4][C:3]([OH:32])=[O:2])=[C:7]([CH3:31])[CH:8]=2)=[C:19]([C:26]2[S:27][CH:28]=[CH:29][CH:30]=2)[CH:20]=1)[CH3:25].